This data is from Full USPTO retrosynthesis dataset with 1.9M reactions from patents (1976-2016). The task is: Predict the reactants needed to synthesize the given product. (1) Given the product [CH:1]([O:4][C:5]1[CH:10]=[CH:9][C:8]([S:11]([CH3:14])(=[O:12])=[O:13])=[CH:7][C:6]=1[NH2:15])([CH3:3])[CH3:2], predict the reactants needed to synthesize it. The reactants are: [CH:1]([O:4][C:5]1[CH:10]=[CH:9][C:8]([S:11]([CH3:14])(=[O:13])=[O:12])=[CH:7][C:6]=1[N+:15]([O-])=O)([CH3:3])[CH3:2].COC1C=CC(C#N)=CC=1[N+]([O-])=O.CC1C=CC(C(N)=O)=CC=1NC(N)=S. (2) Given the product [Br:1][C:2]1[CH:9]=[C:8]2[C:5](=[CH:4][CH:3]=1)[CH:6]=[N:7][C:13]([CH3:14])=[CH:12]2, predict the reactants needed to synthesize it. The reactants are: [Br:1][C:2]1[CH:9]=[CH:8][C:5]([CH2:6][NH2:7])=[CH:4][CH:3]=1.CO[CH:12](OC)[C:13](=O)[CH3:14].[O-]S([O-])(=O)=O.[Mg+2].[BH3-]C#N.[Na+].ClS(O)(=O)=O.[OH-].[Na+]. (3) Given the product [C:7]([C:6]1[CH:9]([C:10]2[CH:15]=[CH:14][C:13]([CH3:16])=[CH:12][CH:11]=2)[C:21]([C:22]([O:24][C:25]([CH3:28])([CH3:27])[CH3:26])=[O:23])=[C:20]([CH3:29])[NH:19][C:4]=1[CH2:3][C:2]([CH3:18])([CH3:17])[CH3:1])#[N:8], predict the reactants needed to synthesize it. The reactants are: [CH3:1][C:2]([CH3:18])([CH3:17])[CH2:3][C:4]([C:6](=[CH:9][C:10]1[CH:15]=[CH:14][C:13]([CH3:16])=[CH:12][CH:11]=1)[C:7]#[N:8])=O.[NH2:19][C:20]([CH3:29])=[CH:21][C:22]([O:24][C:25]([CH3:28])([CH3:27])[CH3:26])=[O:23]. (4) Given the product [C:30]12([C:6]34[CH2:7][CH:8]5[CH2:9][CH:2]([CH2:3][C:4]([C:26]6[CH:27]=[C:28]([C:2]78[CH2:11][CH:6]9[CH2:7][CH:8]([CH2:10][C:4]([C:12]%10%11[CH2:21][CH:16]%12[CH2:17][CH:18]([CH2:20][CH:14]([CH2:15]%12)[CH2:13]%10)[CH2:19]%11)([CH2:5]9)[CH2:3]7)[CH2:9]8)[C:23]([OH:22])=[CH:24][C:25]=6[OH:29])([CH2:10]5)[CH2:5]3)[CH2:11]4)[CH2:36][CH:12]3[CH2:13][CH:34]([CH2:33][CH:32]([CH2:19]3)[CH2:31]1)[CH2:35]2, predict the reactants needed to synthesize it. The reactants are: Br[C:2]12[CH2:11][CH:6]3[CH2:7][CH:8]([CH2:10][C:4]([C:12]45[CH2:21][CH:16]6[CH2:17][CH:18]([CH2:20][CH:14]([CH2:15]6)[CH2:13]4)[CH2:19]5)([CH2:5]3)[CH2:3]1)[CH2:9]2.[OH:22][C:23]1[CH:28]=[CH:27][CH:26]=[C:25]([OH:29])[CH:24]=1.[C:30]1([CH3:36])[CH:35]=[CH:34][CH:33]=[CH:32][CH:31]=1. (5) The reactants are: C[O:2][C:3]([C:5]1[NH:6][C:7]2[CH:8]=[C:9]([NH:19][C:20]([O:22][C:23]([CH3:26])([CH3:25])[CH3:24])=[O:21])[CH:10]=[C:11]3[C:17](=[O:18])[NH:16][N:15]=[CH:14][C:13]=1[C:12]=23)=O.C(N(CC)CC)C.[CH3:34][N:35]([CH3:39])[CH2:36][CH2:37][NH2:38]. Given the product [C:23]([O:22][C:20](=[O:21])[NH:19][C:9]1[CH:10]=[C:11]2[C:17](=[O:18])[NH:16][N:15]=[CH:14][C:13]3=[C:5]([C:3](=[O:2])[NH:38][CH2:37][CH2:36][N:35]([CH3:39])[CH3:34])[NH:6][C:7]([CH:8]=1)=[C:12]23)([CH3:24])([CH3:25])[CH3:26], predict the reactants needed to synthesize it.